Task: Regression/Classification. Given a drug SMILES string, predict its absorption, distribution, metabolism, or excretion properties. Task type varies by dataset: regression for continuous measurements (e.g., permeability, clearance, half-life) or binary classification for categorical outcomes (e.g., BBB penetration, CYP inhibition). Dataset: cyp2c9_veith.. Dataset: CYP2C9 inhibition data for predicting drug metabolism from PubChem BioAssay (1) The drug is C=C1C(=O)O[C@H]2[C@H]1CC/C(C)=C\CC[C@@]1(C)O[C@H]21. The result is 0 (non-inhibitor). (2) The drug is Cn1cccc1C(=O)N1CCC2(CC1)CN(c1ccncc1)C2. The result is 1 (inhibitor). (3) The compound is O=C(c1cnccn1)N1CCC2(CCN(Cc3ccccc3)CC2)CC1. The result is 0 (non-inhibitor). (4) The molecule is BrC(c1cccc2ccccc12)c1cccc2ccccc12. The result is 1 (inhibitor). (5) The result is 1 (inhibitor). The drug is CCC/C=C(\CCC)C(NC(=O)c1ccco1)c1ccc(C(=O)OC)cc1.